Dataset: Catalyst prediction with 721,799 reactions and 888 catalyst types from USPTO. Task: Predict which catalyst facilitates the given reaction. (1) Reactant: [CH3:1][O:2][C:3](=[O:40])[N:4]([CH2:18][C:19]1[CH:24]=[C:23]([C:25]([F:28])([F:27])[F:26])[CH:22]=[CH:21][C:20]=1[C:29]1[CH:34]=[C:33]([CH:35]([CH3:37])[CH3:36])[CH:32]=[CH:31][C:30]=1[O:38][CH3:39])[CH2:5][C:6]1[CH:11]=[C:10]([CH:12]=[CH2:13])[CH:9]=[C:8]([C:14]([F:17])([F:16])[F:15])[CH:7]=1. Product: [CH3:1][O:2][C:3](=[O:40])[N:4]([CH2:5][C:6]1[CH:7]=[C:8]([C:14]([F:17])([F:16])[F:15])[CH:9]=[C:10]([CH2:12][CH3:13])[CH:11]=1)[CH2:18][C:19]1[CH:24]=[C:23]([C:25]([F:28])([F:27])[F:26])[CH:22]=[CH:21][C:20]=1[C:29]1[CH:34]=[C:33]([CH:35]([CH3:37])[CH3:36])[CH:32]=[CH:31][C:30]=1[O:38][CH3:39]. The catalyst class is: 358. (2) Reactant: Br[C:2]1[S:6][C:5]([C:7]#[N:8])=[CH:4][C:3]=1[CH3:9].C([Li])CCC.CN([CH:18]=[O:19])C. Product: [CH:18]([C:2]1[S:6][C:5]([C:7]#[N:8])=[CH:4][C:3]=1[CH3:9])=[O:19]. The catalyst class is: 1. (3) Reactant: Cl.C(OC([N:9]1[CH2:14][CH2:13][C:12]([NH:17][C:18]([O:20][CH2:21][C:22]2[CH:27]=[CH:26][CH:25]=[CH:24][CH:23]=2)=[O:19])([CH2:15][F:16])[CH2:11][CH2:10]1)=O)(C)(C)C.C(OCC)C. Product: [CH2:21]([O:20][C:18](=[O:19])[NH:17][C:12]1([CH2:15][F:16])[CH2:11][CH2:10][NH:9][CH2:14][CH2:13]1)[C:22]1[CH:27]=[CH:26][CH:25]=[CH:24][CH:23]=1. The catalyst class is: 12. (4) Reactant: FC1C(O[C:9]([C:11]2[N:12]([CH3:32])[C:13]3[C:21]([CH:22]=2)=[C:20]2[C:16]([C:17](=[O:24])[NH:18][C:19]2=[O:23])=[C:15]([C:25]2[CH:30]=[CH:29][CH:28]=[CH:27][C:26]=2[Cl:31])[CH:14]=3)=[O:10])=C(F)C(F)=C(F)C=1F.C(N(CC)CC)C.[NH2:44][CH:45]1[CH2:49][CH2:48][CH2:47][CH:46]1[OH:50].O. Product: [OH:50][CH:46]1[CH2:47][CH2:48][CH2:49][CH:45]1[NH:44][C:9]([C:11]1[N:12]([CH3:32])[C:13]2[C:21]([CH:22]=1)=[C:20]1[C:16]([C:17](=[O:24])[NH:18][C:19]1=[O:23])=[C:15]([C:25]1[CH:30]=[CH:29][CH:28]=[CH:27][C:26]=1[Cl:31])[CH:14]=2)=[O:10]. The catalyst class is: 9. (5) Reactant: [C:1]([C:3]1[CH:4]=[N:5][CH:6]=[CH:7][C:8]=1[C:9]1[N:10]=[C:11]([NH:14][C:15]2[CH:20]=[CH:19][CH:18]=[C:17]([CH3:21])[CH:16]=2)[S:12][CH:13]=1)#[CH:2]. Product: [CH2:1]([C:3]1[CH:4]=[N:5][CH:6]=[CH:7][C:8]=1[C:9]1[N:10]=[C:11]([NH:14][C:15]2[CH:20]=[CH:19][CH:18]=[C:17]([CH3:21])[CH:16]=2)[S:12][CH:13]=1)[CH3:2]. The catalyst class is: 50. (6) Reactant: [Si]([O:8][CH2:9][C:10]1([CH3:37])[S:16][CH2:15][CH2:14][N:13]2[C:17]([C:20]3([C:23]4[CH:28]=[CH:27][C:26]([C:29]5[CH:36]=[CH:35][C:32]([C:33]#[N:34])=[CH:31][N:30]=5)=[CH:25][CH:24]=4)[CH2:22][CH2:21]3)=[N:18][N:19]=[C:12]2[CH2:11]1)(C(C)(C)C)(C)C.[F-].C([N+](CCCC)(CCCC)CCCC)CCC.C(=O)([O-])O.[Na+]. Product: [OH:8][CH2:9][C:10]1([CH3:37])[S:16][CH2:15][CH2:14][N:13]2[C:17]([C:20]3([C:23]4[CH:28]=[CH:27][C:26]([C:29]5[CH:36]=[CH:35][C:32]([C:33]#[N:34])=[CH:31][N:30]=5)=[CH:25][CH:24]=4)[CH2:22][CH2:21]3)=[N:18][N:19]=[C:12]2[CH2:11]1. The catalyst class is: 7. (7) Reactant: Cl.[NH2:2][C@:3]12[CH2:38][CH2:37][C@@H:36]([C:39]3([CH3:42])[CH2:41][CH2:40]3)[C@@H:4]1[C@@H:5]1[C@@:18]([CH3:21])([CH2:19][CH2:20]2)[C@@:17]2([CH3:22])[C@@H:8]([C@:9]3([CH3:35])[C@@H:14]([CH2:15][CH2:16]2)[C:13]([CH3:24])([CH3:23])[C:12]([C:25]2[CH:34]=[CH:33][C:28]([C:29]([O:31][CH3:32])=[O:30])=[CH:27][CH:26]=2)=[CH:11][CH2:10]3)[CH2:7][CH2:6]1.[O:43]=[S:44]1(=[O:54])[CH2:49][CH2:48][N:47]([CH2:50][C:51](O)=[O:52])[CH2:46][CH2:45]1.CN(C(ON1N=NC2C=CC=NC1=2)=[N+](C)C)C.F[P-](F)(F)(F)(F)F.CCN(C(C)C)C(C)C.C(O)(C(F)(F)F)=O. Product: [O:54]=[S:44]1(=[O:43])[CH2:49][CH2:48][N:47]([CH2:50][C:51]([NH:2][C@:3]23[CH2:38][CH2:37][C@@H:36]([C:39]4([CH3:42])[CH2:41][CH2:40]4)[C@@H:4]2[C@@H:5]2[C@@:18]([CH3:21])([CH2:19][CH2:20]3)[C@@:17]3([CH3:22])[C@@H:8]([C@:9]4([CH3:35])[C@@H:14]([CH2:15][CH2:16]3)[C:13]([CH3:23])([CH3:24])[C:12]([C:25]3[CH:26]=[CH:27][C:28]([C:29]([O:31][CH3:32])=[O:30])=[CH:33][CH:34]=3)=[CH:11][CH2:10]4)[CH2:7][CH2:6]2)=[O:52])[CH2:46][CH2:45]1. The catalyst class is: 2.